This data is from Forward reaction prediction with 1.9M reactions from USPTO patents (1976-2016). The task is: Predict the product of the given reaction. Given the reactants C1C=C(Cl)C=C(C(OO)=[O:9])C=1.[F:12][C:13]([F:27])([C:23]([F:26])([F:25])[F:24])[CH2:14][CH2:15][CH2:16][S:17][CH2:18][CH2:19][CH2:20][CH2:21][OH:22], predict the reaction product. The product is: [F:27][C:13]([F:12])([C:23]([F:24])([F:25])[F:26])[CH2:14][CH2:15][CH2:16][S:17]([CH2:18][CH2:19][CH2:20][CH2:21][OH:22])=[O:9].